From a dataset of Reaction yield outcomes from USPTO patents with 853,638 reactions. Predict the reaction yield, written as a fraction of the theoretical maximum amount of product (1.0 means a 100% yield; for example, 0.34 means a 34% yield). (1) The reactants are CCN(C(C)C)C(C)C.[F:10][CH:11]([F:41])[C:12]1[N:16]([C:17]2[N:22]=[C:21]([N:23]3[CH2:28][CH2:27][O:26][CH2:25][CH2:24]3)[N:20]=[C:19]([N:29]3[CH2:34][CH2:33][NH:32][CH2:31][CH2:30]3)[N:18]=2)[C:15]2[CH:35]=[CH:36][CH:37]=[C:38]([O:39][CH3:40])[C:14]=2[N:13]=1.[N:42]1[CH:47]=[CH:46][CH:45]=[C:44]([S:48](Cl)(=[O:50])=[O:49])[CH:43]=1. The catalyst is O. The product is [F:41][CH:11]([F:10])[C:12]1[N:16]([C:17]2[N:22]=[C:21]([N:23]3[CH2:24][CH2:25][O:26][CH2:27][CH2:28]3)[N:20]=[C:19]([N:29]3[CH2:34][CH2:33][N:32]([S:48]([C:44]4[CH:43]=[N:42][CH:47]=[CH:46][CH:45]=4)(=[O:50])=[O:49])[CH2:31][CH2:30]3)[N:18]=2)[C:15]2[CH:35]=[CH:36][CH:37]=[C:38]([O:39][CH3:40])[C:14]=2[N:13]=1. The yield is 0.860. (2) The reactants are C[Al](C)C.[F:5][C:6]([F:10])([F:9])[CH2:7][NH2:8].C[O:12][C:13](=O)[C:14]1[CH:19]=[CH:18][C:17]([O:20][CH2:21][C:22]2[C:23]([C:28]3[CH:33]=[CH:32][CH:31]=[C:30]([F:34])[CH:29]=3)=[N:24][O:25][C:26]=2[CH3:27])=[N:16][CH:15]=1.O. The catalyst is O1CCOCC1. The product is [F:34][C:30]1[CH:29]=[C:28]([C:23]2[C:22]([CH2:21][O:20][C:17]3[CH:18]=[CH:19][C:14]([C:13]([NH:8][CH2:7][C:6]([F:10])([F:9])[F:5])=[O:12])=[CH:15][N:16]=3)=[C:26]([CH3:27])[O:25][N:24]=2)[CH:33]=[CH:32][CH:31]=1. The yield is 0.990. (3) The reactants are C(=O)([O-])[O-].[K+].[K+].C([O:10][CH2:11][C@H:12]([O:40]C(=O)C)[C@H:13]1[O:17][C:16](=[O:18])[N:15]([C:19]2[CH:28]=[C:27]3[C:22]([CH:23]=[C:24]([C:30]4[CH:35]=[CH:34][CH:33]=[CH:32][C:31]=4[C:36]([F:39])([F:38])[F:37])[NH:25][C:26]3=[O:29])=[CH:21][CH:20]=2)[CH2:14]1)(=O)C.Cl. The catalyst is CO. The product is [OH:40][C@H:12]([C@H:13]1[O:17][C:16](=[O:18])[N:15]([C:19]2[CH:28]=[C:27]3[C:22]([CH:23]=[C:24]([C:30]4[CH:35]=[CH:34][CH:33]=[CH:32][C:31]=4[C:36]([F:37])([F:39])[F:38])[NH:25][C:26]3=[O:29])=[CH:21][CH:20]=2)[CH2:14]1)[CH2:11][OH:10]. The yield is 0.320.